From a dataset of NCI-60 drug combinations with 297,098 pairs across 59 cell lines. Regression. Given two drug SMILES strings and cell line genomic features, predict the synergy score measuring deviation from expected non-interaction effect. (1) Drug 1: C1CCC(C1)C(CC#N)N2C=C(C=N2)C3=C4C=CNC4=NC=N3. Drug 2: C1CC(C1)(C(=O)O)C(=O)O.[NH2-].[NH2-].[Pt+2]. Cell line: SN12C. Synergy scores: CSS=21.2, Synergy_ZIP=-7.71, Synergy_Bliss=-1.60, Synergy_Loewe=0.0811, Synergy_HSA=0.362. (2) Drug 1: CC=C1C(=O)NC(C(=O)OC2CC(=O)NC(C(=O)NC(CSSCCC=C2)C(=O)N1)C(C)C)C(C)C. Drug 2: CN(CCCl)CCCl.Cl. Cell line: NCI/ADR-RES. Synergy scores: CSS=12.5, Synergy_ZIP=-2.42, Synergy_Bliss=-5.39, Synergy_Loewe=-7.04, Synergy_HSA=-7.79. (3) Drug 1: C1=CC(=CC=C1CC(C(=O)O)N)N(CCCl)CCCl.Cl. Drug 2: CC1C(C(CC(O1)OC2CC(CC3=C2C(=C4C(=C3O)C(=O)C5=C(C4=O)C(=CC=C5)OC)O)(C(=O)CO)O)N)O.Cl. Cell line: A498. Synergy scores: CSS=56.2, Synergy_ZIP=1.93, Synergy_Bliss=5.17, Synergy_Loewe=-11.1, Synergy_HSA=4.67. (4) Drug 1: CC(CN1CC(=O)NC(=O)C1)N2CC(=O)NC(=O)C2. Drug 2: C(CC(=O)O)C(=O)CN.Cl. Cell line: UACC-257. Synergy scores: CSS=4.57, Synergy_ZIP=-3.18, Synergy_Bliss=-2.40, Synergy_Loewe=-2.59, Synergy_HSA=-2.54. (5) Drug 1: CC1OCC2C(O1)C(C(C(O2)OC3C4COC(=O)C4C(C5=CC6=C(C=C35)OCO6)C7=CC(=C(C(=C7)OC)O)OC)O)O. Drug 2: CC1CCCC2(C(O2)CC(NC(=O)CC(C(C(=O)C(C1O)C)(C)C)O)C(=CC3=CSC(=N3)C)C)C. Cell line: SF-295. Synergy scores: CSS=49.4, Synergy_ZIP=-0.678, Synergy_Bliss=-0.303, Synergy_Loewe=2.82, Synergy_HSA=2.13. (6) Drug 1: CC12CCC(CC1=CCC3C2CCC4(C3CC=C4C5=CN=CC=C5)C)O. Drug 2: CCC1=CC2CC(C3=C(CN(C2)C1)C4=CC=CC=C4N3)(C5=C(C=C6C(=C5)C78CCN9C7C(C=CC9)(C(C(C8N6C)(C(=O)OC)O)OC(=O)C)CC)OC)C(=O)OC.C(C(C(=O)O)O)(C(=O)O)O. Cell line: T-47D. Synergy scores: CSS=31.3, Synergy_ZIP=4.84, Synergy_Bliss=3.89, Synergy_Loewe=-3.32, Synergy_HSA=4.65. (7) Drug 1: CCN(CC)CCNC(=O)C1=C(NC(=C1C)C=C2C3=C(C=CC(=C3)F)NC2=O)C. Drug 2: CC12CCC3C(C1CCC2OP(=O)(O)O)CCC4=C3C=CC(=C4)OC(=O)N(CCCl)CCCl.[Na+]. Cell line: CCRF-CEM. Synergy scores: CSS=1.26, Synergy_ZIP=-1.75, Synergy_Bliss=-4.64, Synergy_Loewe=0.397, Synergy_HSA=-4.84.